Dataset: Full USPTO retrosynthesis dataset with 1.9M reactions from patents (1976-2016). Task: Predict the reactants needed to synthesize the given product. (1) Given the product [F:1][C:2]1[CH:3]=[CH:4][CH:5]=[C:6]2[C:10]=1[NH:9][C:8]([S:18]([N:21]1[CH2:26][CH2:25][CH2:24][C@@H:23]([C:27]3[C:28]([N:47]([CH3:52])[S:48]([CH3:51])(=[O:50])=[O:49])=[CH:29][C:30]4[O:34][C:33]([C:35]5[CH:36]=[CH:37][C:38]([F:41])=[CH:39][CH:40]=5)=[C:32]([C:42]([NH:43][CH3:44])=[O:45])[C:31]=4[CH:46]=3)[CH2:22]1)(=[O:19])=[O:20])=[CH:7]2, predict the reactants needed to synthesize it. The reactants are: [F:1][C:2]1[CH:3]=[CH:4][CH:5]=[C:6]2[C:10]=1[N:9](C(OC(C)(C)C)=O)[C:8]([S:18]([N:21]1[CH2:26][CH2:25][CH2:24][C@@H:23]([C:27]3[C:28]([N:47]([CH3:52])[S:48]([CH3:51])(=[O:50])=[O:49])=[CH:29][C:30]4[O:34][C:33]([C:35]5[CH:40]=[CH:39][C:38]([F:41])=[CH:37][CH:36]=5)=[C:32]([C:42](=[O:45])[NH:43][CH3:44])[C:31]=4[CH:46]=3)[CH2:22]1)(=[O:20])=[O:19])=[CH:7]2.C(O)(C(F)(F)F)=O. (2) Given the product [CH2:1]([C:3]([C:21]1[CH:22]=[C:23]([CH3:29])[C:24]([O:28][CH2:41][C@H:40]2[O:39][C:36](=[O:38])[CH2:37][CH2:30]2)=[C:25]([CH3:27])[CH:26]=1)([C:6]1[CH:11]=[CH:10][C:9](/[CH:12]=[CH:13]/[C:14]([CH2:15][CH3:16])([OH:17])[CH2:18][CH3:19])=[C:8]([CH3:20])[CH:7]=1)[CH2:4][CH3:5])[CH3:2], predict the reactants needed to synthesize it. The reactants are: [CH2:1]([C:3]([C:21]1[CH:26]=[C:25]([CH3:27])[C:24]([OH:28])=[C:23]([CH3:29])[CH:22]=1)([C:6]1[CH:11]=[CH:10][C:9](/[CH:12]=[CH:13]/[C:14]([CH2:18][CH3:19])([OH:17])[CH2:15][CH3:16])=[C:8]([CH3:20])[CH:7]=1)[CH2:4][CH3:5])[CH3:2].[C:30]([O-])([O-])=O.[K+].[K+].[C:36]([O:39][CH2:40][CH3:41])(=[O:38])[CH3:37]. (3) Given the product [Br:3][C:4]1[CH:5]=[C:6]([CH:19]=[CH:20][C:21]=1[F:22])[CH2:7][N:8]([CH:16]([CH3:18])[CH3:17])[C:9]([C:11]1[N:15]=[CH:14][N:13]([CH3:23])[N:12]=1)=[O:10], predict the reactants needed to synthesize it. The reactants are: [H-].[Na+].[Br:3][C:4]1[CH:5]=[C:6]([CH:19]=[CH:20][C:21]=1[F:22])[CH2:7][N:8]([CH:16]([CH3:18])[CH3:17])[C:9]([C:11]1[N:15]=[CH:14][NH:13][N:12]=1)=[O:10].[CH3:23]N(C)C=O.CI.